This data is from Reaction yield outcomes from USPTO patents with 853,638 reactions. The task is: Predict the reaction yield, written as a fraction of the theoretical maximum amount of product (1.0 means a 100% yield; for example, 0.34 means a 34% yield). (1) The reactants are [C:1]([C@@H:4]1[CH2:8][C:7]([F:10])([F:9])[CH2:6][N:5]1C(OC(C)(C)C)=O)(=[O:3])[NH2:2].[ClH:18]. The catalyst is CCOC(C)=O. The product is [ClH:18].[F:9][C:7]1([F:10])[CH2:6][NH:5][C@H:4]([C:1]([NH2:2])=[O:3])[CH2:8]1. The yield is 0.900. (2) The reactants are [CH2:1]([C:8]1[S:12][C:11]([N:13]2[CH2:18][CH2:17][NH:16][CH2:15][CH2:14]2)=[N:10][C:9]=1[C:19]1[CH:24]=[CH:23][C:22]([O:25]C)=[CH:21][CH:20]=1)[C:2]1[CH:7]=[CH:6][CH:5]=[CH:4][CH:3]=1.B(Br)(Br)Br. The catalyst is ClCCl. The product is [CH2:1]([C:8]1[S:12][C:11]([N:13]2[CH2:14][CH2:15][NH:16][CH2:17][CH2:18]2)=[N:10][C:9]=1[C:19]1[CH:20]=[CH:21][C:22]([OH:25])=[CH:23][CH:24]=1)[C:2]1[CH:7]=[CH:6][CH:5]=[CH:4][CH:3]=1. The yield is 0.492. (3) The catalyst is C(Cl)Cl. The reactants are [Br:1][C:2]1[CH:7]=[CH:6][C:5]([CH2:8][CH2:9][NH:10][CH3:11])=[C:4]([CH2:12][CH3:13])[CH:3]=1.[N:14]([C:17]1[CH:18]=[C:19]([CH:22]=[CH:23][CH:24]=1)[C:20]#[N:21])=[C:15]=[O:16]. The yield is 0.630. The product is [Br:1][C:2]1[CH:7]=[CH:6][C:5]([CH2:8][CH2:9][N:10]([CH3:11])[C:15]([NH:14][C:17]2[CH:24]=[CH:23][CH:22]=[C:19]([C:20]#[N:21])[CH:18]=2)=[O:16])=[C:4]([CH2:12][CH3:13])[CH:3]=1. (4) The yield is 0.690. The product is [Cl:25][C:26]1[CH:27]=[CH:28][C:29]2[N:30]([C:49]([CH2:48][NH:47][C:41]3[C:40]4[C:45](=[CH:46][C:37]([O:36][CH3:35])=[CH:38][N:39]=4)[N:44]=[CH:43][CH:42]=3)=[N:33][N:32]=2)[N:31]=1. The reactants are CN(C(ON1N=NC2C=CC=NC1=2)=[N+](C)C)C.F[P-](F)(F)(F)(F)F.[Cl:25][C:26]1[N:31]=[N:30][C:29]([NH:32][NH2:33])=[CH:28][CH:27]=1.Cl.[CH3:35][O:36][C:37]1[CH:46]=[C:45]2[C:40]([C:41]([NH:47][CH2:48][C:49](O)=O)=[CH:42][CH:43]=[N:44]2)=[N:39][CH:38]=1.C(N(CC)CC)C.S(O)(C1C=CC(C)=CC=1)(=O)=O.[OH-].[Na+]. The catalyst is CC#N.C(Cl)Cl. (5) The reactants are Cl[CH2:2][C:3]1[CH:12]=[CH:11][C:6]2[O:7][CH2:8][CH2:9][O:10][C:5]=2[CH:4]=1.[C-:13]#[N:14].[Na+].O. The catalyst is CS(C)=O. The product is [O:7]1[CH2:8][CH2:9][O:10][C:5]2[CH:4]=[C:3]([CH2:2][C:13]#[N:14])[CH:12]=[CH:11][C:6]1=2. The yield is 0.860.